From a dataset of Reaction yield outcomes from USPTO patents with 853,638 reactions. Predict the reaction yield, written as a fraction of the theoretical maximum amount of product (1.0 means a 100% yield; for example, 0.34 means a 34% yield). (1) The reactants are CC([O-])(C)C.[K+].[CH2:7]([N:14]1[C:22]2[C:17](=[CH:18][CH:19]=[CH:20][CH:21]=2)[CH:16]=[CH:15]1)[C:8]1[CH:13]=[CH:12][CH:11]=[CH:10][CH:9]=1.[SiH2:23]([CH2:26][CH3:27])[CH2:24][CH3:25]. No catalyst specified. The product is [CH2:7]([N:14]1[C:22]2[C:17](=[CH:18][CH:19]=[CH:20][CH:21]=2)[CH:16]=[C:15]1[SiH:23]([CH2:26][CH3:27])[CH2:24][CH3:25])[C:8]1[CH:13]=[CH:12][CH:11]=[CH:10][CH:9]=1. The yield is 0.780. (2) The reactants are [Cl:1][C:2]1[CH:7]=[CH:6][CH:5]=[CH:4][C:3]=1[C@H:8]([N:13]1[CH2:18][CH2:17][CH:16]2[S:19][C:20](=[O:22])[CH:21]=[C:15]2[CH2:14]1)[C:9]([O:11][CH3:12])=[O:10].[C:23](O[C:23](=[O:27])[CH2:24][CH2:25][CH3:26])(=[O:27])[CH2:24][CH2:25][CH3:26]. The catalyst is CO. The product is [C:23]([O:22][C:20]1[S:19][C:16]2[CH2:17][CH2:18][N:13]([C@@H:8]([C:3]3[CH:4]=[CH:5][CH:6]=[CH:7][C:2]=3[Cl:1])[C:9]([O:11][CH3:12])=[O:10])[CH2:14][C:15]=2[CH:21]=1)(=[O:27])[CH2:24][CH2:25][CH3:26]. The yield is 0.490.